Dataset: NCI-60 drug combinations with 297,098 pairs across 59 cell lines. Task: Regression. Given two drug SMILES strings and cell line genomic features, predict the synergy score measuring deviation from expected non-interaction effect. (1) Drug 1: C1CCN(CC1)CCOC2=CC=C(C=C2)C(=O)C3=C(SC4=C3C=CC(=C4)O)C5=CC=C(C=C5)O. Drug 2: C(CCl)NC(=O)N(CCCl)N=O. Cell line: MALME-3M. Synergy scores: CSS=3.33, Synergy_ZIP=0.683, Synergy_Bliss=4.77, Synergy_Loewe=0.418, Synergy_HSA=1.40. (2) Drug 1: C1CN1C2=NC(=NC(=N2)N3CC3)N4CC4. Drug 2: CNC(=O)C1=NC=CC(=C1)OC2=CC=C(C=C2)NC(=O)NC3=CC(=C(C=C3)Cl)C(F)(F)F. Cell line: NCI/ADR-RES. Synergy scores: CSS=22.4, Synergy_ZIP=-18.4, Synergy_Bliss=-23.6, Synergy_Loewe=-20.5, Synergy_HSA=-20.1. (3) Drug 1: C1CC(=O)NC(=O)C1N2CC3=C(C2=O)C=CC=C3N. Drug 2: C1=NC2=C(N1)C(=S)N=CN2. Cell line: MOLT-4. Synergy scores: CSS=40.2, Synergy_ZIP=-3.09, Synergy_Bliss=-12.5, Synergy_Loewe=-64.0, Synergy_HSA=-15.0. (4) Drug 1: C1=CC(=CC=C1CCC2=CNC3=C2C(=O)NC(=N3)N)C(=O)NC(CCC(=O)O)C(=O)O. Drug 2: C1=C(C(=O)NC(=O)N1)F. Cell line: UACC-257. Synergy scores: CSS=25.5, Synergy_ZIP=2.43, Synergy_Bliss=3.72, Synergy_Loewe=7.18, Synergy_HSA=7.54. (5) Drug 1: C1CN1P(=S)(N2CC2)N3CC3. Drug 2: C1C(C(OC1N2C=NC3=C(N=C(N=C32)Cl)N)CO)O. Cell line: HS 578T. Synergy scores: CSS=17.3, Synergy_ZIP=-8.93, Synergy_Bliss=-4.89, Synergy_Loewe=-0.875, Synergy_HSA=-0.572. (6) Drug 1: CN1CCC(CC1)COC2=C(C=C3C(=C2)N=CN=C3NC4=C(C=C(C=C4)Br)F)OC. Drug 2: C1=CC=C(C=C1)NC(=O)CCCCCCC(=O)NO. Cell line: M14. Synergy scores: CSS=-0.476, Synergy_ZIP=0.300, Synergy_Bliss=-1.21, Synergy_Loewe=-7.62, Synergy_HSA=-4.62.